Dataset: Peptide-MHC class I binding affinity with 185,985 pairs from IEDB/IMGT. Task: Regression. Given a peptide amino acid sequence and an MHC pseudo amino acid sequence, predict their binding affinity value. This is MHC class I binding data. (1) The peptide sequence is SQAELTSNCT. The MHC is HLA-A02:02 with pseudo-sequence HLA-A02:02. The binding affinity (normalized) is 0.292. (2) The peptide sequence is KLKHRDGFT. The MHC is HLA-A02:03 with pseudo-sequence HLA-A02:03. The binding affinity (normalized) is 0.109. (3) The peptide sequence is KNFWTDVTPNY. The MHC is Mamu-B52 with pseudo-sequence Mamu-B52. The binding affinity (normalized) is 0.175. (4) The peptide sequence is TVQIIKLL. The MHC is HLA-A68:02 with pseudo-sequence HLA-A68:02. The binding affinity (normalized) is 0.332. (5) The MHC is HLA-B51:01 with pseudo-sequence HLA-B51:01. The binding affinity (normalized) is 0.253. The peptide sequence is QPKKVKRRL. (6) The peptide sequence is FLPDKAIDL. The MHC is HLA-A69:01 with pseudo-sequence HLA-A69:01. The binding affinity (normalized) is 0.0997. (7) The peptide sequence is SFKSINKVY. The MHC is HLA-A11:01 with pseudo-sequence HLA-A11:01. The binding affinity (normalized) is 0.267.